Task: Predict the reactants needed to synthesize the given product.. Dataset: Full USPTO retrosynthesis dataset with 1.9M reactions from patents (1976-2016) Given the product [NH2:1][C:2]1[N:10]=[C:9]([O:11][CH2:12][CH2:13][CH2:14][CH3:15])[N:8]=[C:7]2[C:3]=1[NH:4][C:5](=[O:47])[N:6]2[CH2:16][CH2:17][CH2:18][N:19]([CH2:35][C:36]1[CH:37]=[CH:38][C:39]([CH2:42][C:43]([O:45][CH3:46])=[O:44])=[CH:40][CH:41]=1)[C@@H:20]1[CH2:24][CH2:23][N:22]([CH3:25])[CH2:21]1, predict the reactants needed to synthesize it. The reactants are: [NH2:1][C:2]1[N:10]=[C:9]([O:11][CH2:12][CH2:13][CH2:14][CH3:15])[N:8]=[C:7]2[C:3]=1[NH:4][C:5](=[O:47])[N:6]2[CH2:16][CH2:17][CH2:18][N:19]([CH2:35][C:36]1[CH:41]=[CH:40][C:39]([CH2:42][C:43]([O:45][CH3:46])=[O:44])=[CH:38][CH:37]=1)[C@@H:20]1[CH2:24][CH2:23][N:22]([C:25](OCC2C=CC=CC=2)=O)[CH2:21]1.C([O-])(O)=O.[Na+].